From a dataset of Catalyst prediction with 721,799 reactions and 888 catalyst types from USPTO. Predict which catalyst facilitates the given reaction. (1) Product: [CH3:33][S:34]([O:14][CH2:13][CH2:12][CH2:11][N:10]1[C:6]2[CH:5]=[CH:4][N:3]=[C:2]([NH2:1])[C:7]=2[N:8]=[C:9]1[S:15][C:16]1[C:24]([Br:25])=[CH:23][C:19]2[O:20][CH2:21][O:22][C:18]=2[CH:17]=1)(=[O:36])=[O:35]. The catalyst class is: 12. Reactant: [NH2:1][C:2]1[C:7]2[N:8]=[C:9]([S:15][C:16]3[C:24]([Br:25])=[CH:23][C:19]4[O:20][CH2:21][O:22][C:18]=4[CH:17]=3)[N:10]([CH2:11][CH2:12][CH2:13][OH:14])[C:6]=2[CH:5]=[CH:4][N:3]=1.CCN(CC)CC.[CH3:33][S:34](Cl)(=[O:36])=[O:35]. (2) Reactant: [NH:1]1[C:5]2=[N:6][CH:7]=[CH:8][CH:9]=[C:4]2[C:3]([CH:10]=[C:11]2[NH:15][C:14](=[S:16])[NH:13][C:12]2=[O:17])=[CH:2]1.[CH2:18](Br)[C:19]1[CH:24]=[CH:23][CH:22]=[CH:21][CH:20]=1. Product: [CH2:18]([S:16][C:14]1[NH:13][C:12](=[O:17])/[C:11](=[CH:10]/[C:3]2[C:4]3[C:5](=[N:6][CH:7]=[CH:8][CH:9]=3)[NH:1][CH:2]=2)/[N:15]=1)[C:19]1[CH:24]=[CH:23][CH:22]=[CH:21][CH:20]=1. The catalyst class is: 562.